This data is from Reaction yield outcomes from USPTO patents with 853,638 reactions. The task is: Predict the reaction yield, written as a fraction of the theoretical maximum amount of product (1.0 means a 100% yield; for example, 0.34 means a 34% yield). (1) The reactants are [CH2:1]([N:3]1[CH2:8][CH2:7][C:6](=O)[CH2:5][CH2:4]1)[CH3:2].C[N:11]1[CH:16]=[C:15]([N+:17]([O-:19])=[O:18])[CH:14]=C([N+]([O-])=O)C1=O.N. No catalyst specified. The product is [CH2:1]([N:3]1[CH2:8][CH2:7][C:6]2[N:11]=[CH:16][C:15]([N+:17]([O-:19])=[O:18])=[CH:14][C:5]=2[CH2:4]1)[CH3:2]. The yield is 0.930. (2) The reactants are [C:1]([N:4]1[C:13]2[C:8](=[CH:9][C:10]([C:14]([O:16]CC)=[O:15])=[CH:11][CH:12]=2)[C:7](=O)[CH2:6][C@@H:5]1[CH3:20])(=[O:3])[CH3:2].[O:21]1[CH2:26][CH2:25][N:24]([C:27]2[CH:28]=[C:29]([CH:31]=[CH:32][CH:33]=2)[NH2:30])[CH2:23][CH2:22]1. No catalyst specified. The product is [C:1]([N:4]1[C:13]2[C:8](=[CH:9][C:10]([C:14]([OH:16])=[O:15])=[CH:11][CH:12]=2)[C@H:7]([NH:30][C:29]2[CH:31]=[CH:32][CH:33]=[C:27]([N:24]3[CH2:25][CH2:26][O:21][CH2:22][CH2:23]3)[CH:28]=2)[CH2:6][C@@H:5]1[CH3:20])(=[O:3])[CH3:2]. The yield is 0.320. (3) The reactants are [CH3:1][C:2]1([CH3:29])[CH:7]2[CH:8]3[CH2:22][CH2:21][CH:20]=[CH:19][C:9]3=[C:10]3[C:18]([CH2:17][C:16]4[CH:15]=[CH:14][CH:13]=[CH:12][C:11]3=4)=[C:6]2[C:5](C)([CH3:23])[C:4]([CH3:26])([CH3:25])[C:3]1([CH3:28])[CH3:27].[CH2:30]([Li])CCC.[C:35]([C:39]1[CH:44]=[CH:43][C:42]([C:45]([C:51]2[CH:56]=[CH:55][C:54]([C:57]([CH3:60])([CH3:59])[CH3:58])=[CH:53][CH:52]=2)=[C:46]2[CH:50]=[CH:49][CH:48]=[CH:47]2)=[CH:41][CH:40]=1)([CH3:38])([CH3:37])[CH3:36].[Cl-].[NH4+]. The catalyst is O1CCCC1.C(OCC)C.CCCCCC. The product is [C:57]([C:54]1[CH:55]=[CH:56][C:51]([C:45]([C:42]2[CH:43]=[CH:44][C:39]([C:35]([CH3:38])([CH3:37])[CH3:36])=[CH:40][CH:41]=2)([CH:46]2[CH:50]=[CH:49][CH:48]=[CH:47]2)[C:7]2([CH3:30])[C:6]3[C:5]([CH3:23])([CH:12]4[CH2:13][CH2:14][CH:15]=[CH:16][C:11]4=[C:10]4[C:18]=3[CH2:17][C:19]3[CH:20]=[CH:21][CH:22]=[CH:8][C:9]4=3)[C:4]([CH3:26])([CH3:25])[C:3]([CH3:28])([CH3:27])[C:2]2([CH3:1])[CH3:29])=[CH:52][CH:53]=1)([CH3:60])([CH3:59])[CH3:58]. The yield is 0.701. (4) The reactants are [CH2:1]([N:8]1[CH2:13][CH2:12][N:11]([C:14]2[CH:19]=[CH:18][C:17]([N+:20]([O-])=O)=[CH:16][N:15]=2)[CH2:10][C:9]1=[O:23])[C:2]1[CH:7]=[CH:6][CH:5]=[CH:4][CH:3]=1. The catalyst is CCOC(C)=O.CO.O=[Pt]=O. The product is [NH2:20][C:17]1[CH:18]=[CH:19][C:14]([N:11]2[CH2:12][CH2:13][N:8]([CH2:1][C:2]3[CH:7]=[CH:6][CH:5]=[CH:4][CH:3]=3)[C:9](=[O:23])[CH2:10]2)=[N:15][CH:16]=1. The yield is 1.00. (5) The catalyst is C1COCC1. The product is [OH:2][CH:1]([C:3]1[O:4][C:5]2[CH:11]=[C:10]([C:12]([O:14][CH3:15])=[O:13])[CH:9]=[CH:8][C:6]=2[CH:7]=1)[CH3:16]. The reactants are [CH:1]([C:3]1[O:4][C:5]2[CH:11]=[C:10]([C:12]([O:14][CH3:15])=[O:13])[CH:9]=[CH:8][C:6]=2[CH:7]=1)=[O:2].[CH3:16][Mg]Br. The yield is 0.510.